From a dataset of Peptide-MHC class I binding affinity with 185,985 pairs from IEDB/IMGT. Regression. Given a peptide amino acid sequence and an MHC pseudo amino acid sequence, predict their binding affinity value. This is MHC class I binding data. (1) The peptide sequence is IALPVAWLF. The MHC is HLA-A02:16 with pseudo-sequence HLA-A02:16. The binding affinity (normalized) is 0.0847. (2) The MHC is HLA-A02:02 with pseudo-sequence HLA-A02:02. The binding affinity (normalized) is 0.388. The peptide sequence is NLVIGFLFL. (3) The peptide sequence is KHDFIDNPL. The MHC is HLA-A26:01 with pseudo-sequence HLA-A26:01. The binding affinity (normalized) is 0.0847. (4) The peptide sequence is MSPDNALIY. The MHC is HLA-B58:01 with pseudo-sequence HLA-B58:01. The binding affinity (normalized) is 0.434.